This data is from Reaction yield outcomes from USPTO patents with 853,638 reactions. The task is: Predict the reaction yield, written as a fraction of the theoretical maximum amount of product (1.0 means a 100% yield; for example, 0.34 means a 34% yield). (1) The reactants are [CH2:1]([N:3]1[C:7]([CH2:8]O)=[CH:6][N:5]=[CH:4]1)[CH3:2].C1C(=O)N([Cl:17])C(=O)C1.P(Br)(Br)Br.C(=O)([O-])[O-].[K+].[K+].[CH3:28][C:29]1[N:34]=[C:33]([SH:35])[N:32]=[C:31]([OH:36])[CH:30]=1. The catalyst is O1CCOCC1. The product is [Cl:17][C:6]1[N:5]=[CH:4][N:3]([CH2:1][CH3:2])[C:7]=1[CH2:8][S:35][C:33]1[N:32]=[C:31]([OH:36])[CH:30]=[C:29]([CH3:28])[N:34]=1. The yield is 0.0300. (2) The reactants are C(N1C=CN=C1)(N1C=CN=C1)=O.C(OC([NH:20][CH2:21][CH2:22][CH2:23][N:24]1[C:28]2[CH:29]=[C:30]([C:33](O)=[O:34])[CH:31]=[CH:32][C:27]=2[N:26]=[C:25]1[NH:36][C:37]1[CH:42]=[C:41]([O:43][CH3:44])[C:40]([O:45][CH3:46])=[C:39]([O:47][CH3:48])[CH:38]=1)=O)(C)(C)C.[NH:49]1[CH2:54][CH2:53][CH2:52][CH2:51][CH2:50]1.[ClH:55]. The catalyst is C(Cl)(Cl)Cl.O1CCCC1.CN(C)C=O.ClCCl.C(OCC)(=O)C. The product is [ClH:55].[ClH:55].[NH2:20][CH2:21][CH2:22][CH2:23][N:24]1[C:28]2[CH:29]=[C:30]([C:33]([N:49]3[CH2:54][CH2:53][CH2:52][CH2:51][CH2:50]3)=[O:34])[CH:31]=[CH:32][C:27]=2[N:26]=[C:25]1[NH:36][C:37]1[CH:42]=[C:41]([O:43][CH3:44])[C:40]([O:45][CH3:46])=[C:39]([O:47][CH3:48])[CH:38]=1. The yield is 0.650. (3) The reactants are [OH:1][CH2:2][C@@H:3]1[C@@H:8]([OH:9])[C@H:7]([OH:10])[C@H:6]([OH:11])[C@@H:5]([O:12][CH3:13])[O:4]1.[H-].[Na+].[CH2:16](Br)[C:17]1[CH:22]=[CH:21][CH:20]=[CH:19][CH:18]=1. The catalyst is CN(C=O)C. The product is [CH2:16]([O:9][C@H:8]1[C@H:7]([O:10][CH2:16][C:17]2[CH:22]=[CH:21][CH:20]=[CH:19][CH:18]=2)[C@H:6]([O:11][CH2:16][C:17]2[CH:22]=[CH:21][CH:20]=[CH:19][CH:18]=2)[C@@H:5]([O:12][CH3:13])[O:4][C@@H:3]1[CH2:2][O:1][CH2:16][C:17]1[CH:22]=[CH:21][CH:20]=[CH:19][CH:18]=1)[C:17]1[CH:22]=[CH:21][CH:20]=[CH:19][CH:18]=1. The yield is 0.650. (4) The reactants are C([O:3][C:4]([C:6]1[CH:7]=[C:8]2[C:13](=[CH:14][CH:15]=1)[NH:12][CH:11]([C:16]1[CH:21]=[CH:20][CH:19]=[C:18]([N:22]3[CH2:27][CH2:26][N:25]([C:28]4[CH:33]=[CH:32][C:31]([Cl:34])=[CH:30][CH:29]=4)[CH2:24][CH2:23]3)[CH:17]=1)[C:10]([CH3:36])([CH3:35])[CH2:9]2)=[O:5])C.O.[OH-].[Li+].O.Cl. The catalyst is CO.O1CCCC1. The product is [Cl:34][C:31]1[CH:32]=[CH:33][C:28]([N:25]2[CH2:24][CH2:23][N:22]([C:18]3[CH:17]=[C:16]([CH:11]4[C:10]([CH3:36])([CH3:35])[CH2:9][C:8]5[C:13](=[CH:14][CH:15]=[C:6]([C:4]([OH:5])=[O:3])[CH:7]=5)[NH:12]4)[CH:21]=[CH:20][CH:19]=3)[CH2:27][CH2:26]2)=[CH:29][CH:30]=1. The yield is 0.530. (5) The reactants are [CH3:1][O:2][CH2:3][CH:4]([NH:6][C:7]([C:9]1[CH:10]=[C:11]([C:22]2[CH:27]=[CH:26][C:25]([CH3:28])=[CH:24][CH:23]=2)[CH:12]=[C:13]([C:15](=[O:21])[CH:16]=[CH:17][N:18](C)C)[CH:14]=1)=[O:8])[CH3:5].OOS(N)(=O)=O. The catalyst is CO. The product is [CH3:1][O:2][CH2:3][CH:4]([NH:6][C:7]([C:9]1[CH:10]=[C:11]([C:22]2[CH:27]=[CH:26][C:25]([CH3:28])=[CH:24][CH:23]=2)[CH:12]=[C:13]([C:15]2[O:21][N:18]=[CH:17][CH:16]=2)[CH:14]=1)=[O:8])[CH3:5]. The yield is 0.500. (6) The reactants are C([O:8][C:9](=[O:24])[CH2:10][N:11]1[C@@H:15]([CH3:16])[C@@H:14]([C:17]2[CH:22]=[CH:21][CH:20]=[CH:19][CH:18]=2)[O:13][C:12]1=[O:23])C1C=CC=CC=1. The catalyst is C(OCC)(=O)C.[Pd]. The product is [CH3:16][C@H:15]1[C@@H:14]([C:17]2[CH:22]=[CH:21][CH:20]=[CH:19][CH:18]=2)[O:13][C:12](=[O:23])[N:11]1[CH2:10][C:9]([OH:24])=[O:8]. The yield is 0.740. (7) The product is [CH3:7][N:4]1[CH2:5][CH2:6][C@:2]2([N:1]=[C:11]([C:12]3[CH:17]=[C:16]([C:18]4[CH:23]=[CH:22][CH:21]=[C:20]([O:24][C:25]([F:28])([F:27])[F:26])[CH:19]=4)[CH:15]=[CH:14][N:13]=3)[CH2:10][CH2:9]2)[C:3]1=[O:8]. The reactants are [NH2:1][C@@:2]1([CH2:9][C:10]#[C:11][C:12]2[CH:17]=[C:16]([C:18]3[CH:23]=[CH:22][CH:21]=[C:20]([O:24][C:25]([F:28])([F:27])[F:26])[CH:19]=3)[CH:15]=[CH:14][N:13]=2)[CH2:6][CH2:5][N:4]([CH3:7])[C:3]1=[O:8].N. The catalyst is CC#N.CO.CCOC(C)=O.FC(F)(F)S([O-])(=O)=O.[Ag+]. The yield is 0.741.